Dataset: Reaction yield outcomes from USPTO patents with 853,638 reactions. Task: Predict the reaction yield, written as a fraction of the theoretical maximum amount of product (1.0 means a 100% yield; for example, 0.34 means a 34% yield). (1) The reactants are CO[C:3](=[O:8])[C:4]([O:6][CH3:7])=[O:5].C[O-].[Na+].[CH3:12][S:13][C:14]1[CH:19]=[CH:18][C:17]([C:20](=[O:22])[CH3:21])=[CH:16][CH:15]=1.Cl. The catalyst is C1(C)C=CC=CC=1.C(Cl)Cl.CCCCCC.CCOC(C)=O. The product is [OH:8]/[C:3](=[CH:21]\[C:20]([C:17]1[CH:18]=[CH:19][C:14]([S:13][CH3:12])=[CH:15][CH:16]=1)=[O:22])/[C:4]([O:6][CH3:7])=[O:5]. The yield is 0.790. (2) The catalyst is ClC(Cl)C. The yield is 0.850. The product is [Cl:15][C:11]1[C:12]([NH:26][CH2:23][CH:24]=[CH2:25])=[N:13][C:8]([C:5]2[CH:6]=[CH:7][C:2]([Cl:1])=[C:3]([O:21][CH3:22])[C:4]=2[F:20])=[N:9][C:10]=1[C:16]([O:18][CH3:19])=[O:17]. The reactants are [Cl:1][C:2]1[CH:7]=[CH:6][C:5]([C:8]2[N:13]=[C:12](Cl)[C:11]([Cl:15])=[C:10]([C:16]([O:18][CH3:19])=[O:17])[N:9]=2)=[C:4]([F:20])[C:3]=1[O:21][CH3:22].[CH2:23]([NH2:26])[CH:24]=[CH2:25].C(N(CC)CC)C.O. (3) The reactants are [CH3:1][C:2]1[C:6]2[C:7](=[O:19])[N:8]([CH2:11][CH2:12][N:13]3[CH2:18][CH2:17][O:16][CH2:15][CH2:14]3)[CH2:9][CH2:10][C:5]=2[NH:4][C:3]=1[CH:20]=O.[F:22][C:23]1[CH:24]=[C:25]2[C:29](=[C:30]([NH2:32])[CH:31]=1)[NH:28][C:27](=[O:33])[CH2:26]2. No catalyst specified. The product is [NH2:32][C:30]1[CH:31]=[C:23]([F:22])[CH:24]=[C:25]2[C:29]=1[NH:28][C:27](=[O:33])[C:26]2=[CH:20][C:3]1[NH:4][C:5]2[CH2:10][CH2:9][N:8]([CH2:11][CH2:12][N:13]3[CH2:14][CH2:15][O:16][CH2:17][CH2:18]3)[C:7](=[O:19])[C:6]=2[C:2]=1[CH3:1]. The yield is 0.438.